Dataset: Forward reaction prediction with 1.9M reactions from USPTO patents (1976-2016). Task: Predict the product of the given reaction. (1) Given the reactants Br[C:2]1[C:3]2[C:4](=[N:15][S:16][N:17]=2)[C:5](Br)=[C:6]2[C:11]=1[N:10]=[C:9]([CH3:12])[C:8]([CH3:13])=[N:7]2.C1C=CC([As](C2C=CC=[CH:35][CH:36]=2)C2C=CC=CC=2)=CC=1.[CH3:37][Si:38]([C:41]#[CH:42])([CH3:40])[CH3:39].CCN(CC)CC, predict the reaction product. The product is: [CH3:12][C:9]1[C:8]([CH3:13])=[N:7][C:6]2[C:11](=[C:2]([C:35]#[C:36][Si:38]([CH3:40])([CH3:39])[CH3:37])[C:3]3[C:4](=[N:15][S:16][N:17]=3)[C:5]=2[C:42]#[C:41][Si:38]([CH3:40])([CH3:39])[CH3:37])[N:10]=1. (2) Given the reactants O[O:2][S:3]([O-:5])=O.[K+].[CH2:7]([N:14]1[C@@H:19]2[C@H:20]([C:22]3[N:23]=[N:24][N:25]([CH2:27]SC)[N:26]=3)[CH2:21][C@@:15]1([C:46]1[CH:51]=[CH:50][CH:49]=[CH:48][CH:47]=1)[C@H:16]([O:30][CH2:31][C:32]1[CH:37]=[C:36]([C:38]([F:41])([F:40])[F:39])[CH:35]=[C:34]([C:42]([F:45])([F:44])[F:43])[CH:33]=1)[CH2:17][CH2:18]2)[C:8]1[CH:13]=[CH:12][CH:11]=[CH:10][CH:9]=1.[CH:52](Cl)(Cl)Cl, predict the reaction product. The product is: [CH2:7]([N:14]1[C@@H:19]2[C@H:20]([C:22]3[N:23]=[N:24][N:25]([CH2:27][S:3]([CH3:52])(=[O:5])=[O:2])[N:26]=3)[CH2:21][C@@:15]1([C:46]1[CH:51]=[CH:50][CH:49]=[CH:48][CH:47]=1)[C@H:16]([O:30][CH2:31][C:32]1[CH:37]=[C:36]([C:38]([F:39])([F:40])[F:41])[CH:35]=[C:34]([C:42]([F:44])([F:45])[F:43])[CH:33]=1)[CH2:17][CH2:18]2)[C:8]1[CH:13]=[CH:12][CH:11]=[CH:10][CH:9]=1. (3) Given the reactants [CH3:1][N:2]1[CH2:15][CH2:14][C:5]2[NH:6][C:7]3[CH:8]=[CH:9][C:10]([CH3:13])=[CH:11][C:12]=3[C:4]=2[CH2:3]1.[CH:16]1([C:19]2[CH:24]=[CH:23][C:22]([CH:25]=[CH2:26])=[CH:21][N:20]=2)[CH2:18][CH2:17]1.[OH-].[K+], predict the reaction product. The product is: [CH:16]1([C:19]2[N:20]=[CH:21][C:22]([CH2:25][CH2:26][CH:3]3[C:4]4[C:12]5[CH:11]=[C:10]([CH3:13])[CH:9]=[CH:8][C:7]=5[NH:6][C:5]=4[CH2:14][CH2:15][N:2]3[CH3:1])=[CH:23][CH:24]=2)[CH2:18][CH2:17]1. (4) Given the reactants [NH:1]1[CH2:6][CH2:5][CH2:4][C@@H:3]([NH:7][C:8](=[O:14])[O:9][C:10]([CH3:13])([CH3:12])[CH3:11])[CH2:2]1.Br[CH2:16][C:17]1[CH:22]=[CH:21][CH:20]=[CH:19][CH:18]=1, predict the reaction product. The product is: [CH2:16]([N:1]1[CH2:6][CH2:5][CH2:4][C@@H:3]([NH:7][C:8](=[O:14])[O:9][C:10]([CH3:11])([CH3:13])[CH3:12])[CH2:2]1)[C:17]1[CH:22]=[CH:21][CH:20]=[CH:19][CH:18]=1. (5) The product is: [Cl:1][C:2]1[CH:3]=[CH:4][C:5]([O:18][CH2:19][C:20]2[CH:21]=[CH:22][CH:23]=[CH:24][CH:25]=2)=[C:6]([CH2:8][N:9]2[CH:13]=[CH:12][C:11]([C:14]([OH:16])=[O:15])=[N:10]2)[CH:7]=1. Given the reactants [Cl:1][C:2]1[CH:3]=[CH:4][C:5]([O:18][CH2:19][C:20]2[CH:25]=[CH:24][CH:23]=[CH:22][CH:21]=2)=[C:6]([CH2:8][N:9]2[CH:13]=[CH:12][C:11]([C:14]([O:16]C)=[O:15])=[N:10]2)[CH:7]=1.[OH-].[Na+], predict the reaction product. (6) Given the reactants [Br:1][C:2]1[CH:3]=[C:4]([C:8]([O:10][CH2:11][CH3:12])=[O:9])[O:5][C:6]=1Br.BrC1C=C(C(O)=O)OC=1, predict the reaction product. The product is: [Br:1][C:2]1[CH:3]=[C:4]([C:8]([O:10][CH2:11][CH3:12])=[O:9])[O:5][CH:6]=1.